This data is from Reaction yield outcomes from USPTO patents with 853,638 reactions. The task is: Predict the reaction yield, written as a fraction of the theoretical maximum amount of product (1.0 means a 100% yield; for example, 0.34 means a 34% yield). The reactants are C([O:3][C:4]([C@H:6]1[C@@H:11]([N:12]([C:18](=[O:37])[CH2:19][C:20]2[NH:25][C:24]3[CH:26]=[CH:27][C:28]([NH:30][S:31]([CH3:34])(=[O:33])=[O:32])=[CH:29][C:23]=3[S:22](=[O:36])(=[O:35])[N:21]=2)[CH2:13][CH2:14][CH:15]([CH3:17])[CH3:16])[C@H:10]2[CH2:38][C@@H:7]1[CH2:8][CH2:9]2)=O)C.[O-]CC.[Na+].Cl. The catalyst is C(O)C. The product is [OH:3][C:4]1[C@H:6]2[C@H:11]([C@H:10]3[CH2:38][C@@H:7]2[CH2:8][CH2:9]3)[N:12]([CH2:13][CH2:14][CH:15]([CH3:17])[CH3:16])[C:18](=[O:37])[C:19]=1[C:20]1[NH:25][C:24]2[CH:26]=[CH:27][C:28]([NH:30][S:31]([CH3:34])(=[O:32])=[O:33])=[CH:29][C:23]=2[S:22](=[O:36])(=[O:35])[N:21]=1. The yield is 0.561.